Task: Predict the product of the given reaction.. Dataset: Forward reaction prediction with 1.9M reactions from USPTO patents (1976-2016) (1) Given the reactants [NH:1]1[C:9]2[C:4](=[CH:5][C:6]([C:10]([O:12][CH3:13])=[O:11])=[CH:7][CH:8]=2)[CH:3]=[CH:2]1.Br[CH2:15][C:16]1[CH:21]=[CH:20][C:19]([Br:22])=[CH:18][CH:17]=1.[H-].[Na+].CO, predict the reaction product. The product is: [Br:22][C:19]1[CH:20]=[CH:21][C:16]([CH2:15][N:1]2[C:9]3[C:4](=[CH:5][C:6]([C:10]([O:12][CH3:13])=[O:11])=[CH:7][CH:8]=3)[CH:3]=[CH:2]2)=[CH:17][CH:18]=1. (2) Given the reactants N1(C[N:7]2[C:11]3[CH:12]=[CH:13][CH:14]=[CH:15][C:10]=3[N:9]=[CH:8]2)CCCC1.C([Li])CCC.[CH:21](=[O:28])[C:22]1[CH:27]=[CH:26][CH:25]=[CH:24][CH:23]=1, predict the reaction product. The product is: [NH:9]1[C:10]2[CH:15]=[CH:14][CH:13]=[CH:12][C:11]=2[N:7]=[C:8]1[CH:21]([C:22]1[CH:27]=[CH:26][CH:25]=[CH:24][CH:23]=1)[OH:28]. (3) Given the reactants [CH3:1][O:2][C:3]1[CH:4]=[C:5]2[C:9](=[CH:10][CH:11]=1)[NH:8][C:7](=[O:12])[C:6]2=O.[C:14]([CH2:16][C:17]([O:19][CH3:20])=[O:18])#[N:15], predict the reaction product. The product is: [C:14](/[C:16](=[C:6]1/[C:7](=[O:12])[NH:8][C:9]2[C:5]/1=[CH:4][C:3]([O:2][CH3:1])=[CH:11][CH:10]=2)/[C:17]([O:19][CH3:20])=[O:18])#[N:15]. (4) Given the reactants [OH:1][C:2]1[CH:11]=[CH:10][C:9]([CH3:12])=[CH:8][C:3]=1[C:4]([O:6][CH3:7])=[O:5].[N+](C1C=C(S(O[CH2:26][C@@H:27]2[CH2:29][O:28]2)(=O)=O)C=CC=1)([O-])=O.C(=O)([O-])[O-].[Cs+].[Cs+], predict the reaction product. The product is: [CH3:12][C:9]1[CH:10]=[CH:11][C:2]([O:1][CH2:26][C@@H:27]2[CH2:29][O:28]2)=[C:3]([CH:8]=1)[C:4]([O:6][CH3:7])=[O:5]. (5) The product is: [CH:1]1(/[CH:4]=[CH:5]/[C:6]([O:8][Si:22]([CH2:27][CH3:28])([CH2:25][CH3:26])[CH2:23][CH3:24])=[CH2:7])[CH2:3][CH2:2]1.[CH2:23]([Si:22]([CH2:27][CH3:28])([CH2:25][CH3:26])[O:21][C:6](/[C:5](/[CH3:9])=[CH:4]/[CH2:1][CH3:3])=[CH2:7])[CH3:24]. Given the reactants [CH:1]1(/[CH:4]=[CH:5]/[C:6](=[O:8])[CH3:7])[CH2:3][CH2:2]1.[CH2:9](N(CC)CC)C.FC(F)(F)S([O:21][Si:22]([CH2:27][CH3:28])([CH2:25][CH3:26])[CH2:23][CH3:24])(=O)=O, predict the reaction product.